This data is from Retrosynthesis with 50K atom-mapped reactions and 10 reaction types from USPTO. The task is: Predict the reactants needed to synthesize the given product. (1) Given the product CC(=O)NNC(=O)c1cnc2[nH]ccc2c1N1CCN(C(=O)OC(C)(C)C)CC1, predict the reactants needed to synthesize it. The reactants are: CC(=O)O.CC(C)(C)OC(=O)N1CCN(c2c(C(=O)NN)cnc3[nH]ccc23)CC1. (2) The reactants are: COCC1CN(c2ccc(Br)cn2)C(=O)O1.C[Sn](C)(C)C1=CCC2(CC1)OCCO2. Given the product COCC1CN(c2ccc(C3=CCC4(CC3)OCCO4)cn2)C(=O)O1, predict the reactants needed to synthesize it.